From a dataset of Forward reaction prediction with 1.9M reactions from USPTO patents (1976-2016). Predict the product of the given reaction. (1) Given the reactants [CH2:1]([O:3][CH:4]([O:18][CH2:19][CH3:20])[CH2:5][N:6]1[C:14]2[CH2:13][CH2:12][CH2:11][CH2:10][C:9]=2[CH:8]=[C:7]1[C:15](O)=[O:16])[CH3:2].F[P-](F)(F)(F)(F)F.[N:28]1(OC(N(C)C)=[N+](C)C)C2N=CC=CC=2N=N1.C(N(CC)CC)C.[OH-].[NH4+], predict the reaction product. The product is: [CH2:1]([O:3][CH:4]([O:18][CH2:19][CH3:20])[CH2:5][N:6]1[C:14]2[CH2:13][CH2:12][CH2:11][CH2:10][C:9]=2[CH:8]=[C:7]1[C:15]([NH2:28])=[O:16])[CH3:2]. (2) Given the reactants [NH2:1][C:2]1[CH:3]=[C:4]([CH:29]=[CH:30][CH:31]=1)[O:5][C:6]1[C:7]2[CH:28]=[CH:27][NH:26][C:8]=2[N:9]=[C:10]([NH:12][C:13]2[CH:18]=[C:17]([F:19])[C:16]([O:20][CH2:21][CH2:22][O:23][CH3:24])=[C:15]([F:25])[CH:14]=2)[N:11]=1.CCN(C(C)C)C(C)C.[C:41](Cl)(=[O:44])[CH:42]=[CH2:43].[OH-].[Na+], predict the reaction product. The product is: [F:25][C:15]1[CH:14]=[C:13]([NH:12][C:10]2[N:11]=[C:6]([O:5][C:4]3[CH:3]=[C:2]([NH:1][C:41](=[O:44])[CH:42]=[CH2:43])[CH:31]=[CH:30][CH:29]=3)[C:7]3[CH:28]=[CH:27][NH:26][C:8]=3[N:9]=2)[CH:18]=[C:17]([F:19])[C:16]=1[O:20][CH2:21][CH2:22][O:23][CH3:24]. (3) Given the reactants N1C2C(=NC=CC=2)N([O:10][C:11]([C:13]2[C:17]([CH3:18])=[C:16](/[CH:19]=[C:20]3\[C:21](=[O:41])[NH:22][C:23]4[C:28]\3=[CH:27][C:26]([S:29]([CH2:32][C:33]3[C:38]([Cl:39])=[CH:37][CH:36]=[CH:35][C:34]=3[Cl:40])(=[O:31])=[O:30])=[CH:25][CH:24]=4)[NH:15][C:14]=2[CH3:42])=O)N=1.[N:43]1[CH:48]=[CH:47][C:46]([CH2:49][CH2:50][NH2:51])=[CH:45][CH:44]=1, predict the reaction product. The product is: [N:43]1[CH:48]=[CH:47][C:46]([CH2:49][CH2:50][NH:51][C:11]([C:13]2[C:17]([CH3:18])=[C:16](/[CH:19]=[C:20]3\[C:21](=[O:41])[NH:22][C:23]4[C:28]\3=[CH:27][C:26]([S:29]([CH2:32][C:33]3[C:38]([Cl:39])=[CH:37][CH:36]=[CH:35][C:34]=3[Cl:40])(=[O:31])=[O:30])=[CH:25][CH:24]=4)[NH:15][C:14]=2[CH3:42])=[O:10])=[CH:45][CH:44]=1. (4) Given the reactants [Br:1][C:2]1[CH:9]=[CH:8][C:5]([CH:6]=[O:7])=[CH:4][CH:3]=1.C1(C)C=CC(S([CH2:19][N+:20]#[C-:21])(=O)=O)=CC=1.[C:23](=O)([O-])[O-].[K+].[K+], predict the reaction product. The product is: [Br:1][C:2]1[CH:9]=[CH:8][C:5]([C:6]2[O:7][CH:21]=[N:20][C:19]=2[CH3:23])=[CH:4][CH:3]=1. (5) Given the reactants [CH:1]([O:3][CH:4]=[CH2:5])=[CH2:2].C(OCCCl)=C.[C:12]1(=[O:22])[NH:16][C:15](=[O:17])[C:14]2=[CH:18][CH:19]=[CH:20][CH:21]=[C:13]12.[K].CN(C)C=O, predict the reaction product. The product is: [CH:1]([O:3][CH2:4][CH2:5][C:21]1[CH:20]=[CH:19][CH:18]=[C:14]2[C:15]([NH:16][C:12](=[O:22])[C:13]=12)=[O:17])=[CH2:2].